This data is from TCR-epitope binding with 47,182 pairs between 192 epitopes and 23,139 TCRs. The task is: Binary Classification. Given a T-cell receptor sequence (or CDR3 region) and an epitope sequence, predict whether binding occurs between them. (1) The epitope is ARMILMTHF. The TCR CDR3 sequence is CASSSLETQYF. Result: 0 (the TCR does not bind to the epitope). (2) The epitope is AVFDRKSDAK. The TCR CDR3 sequence is CASNHGTGATEAFF. Result: 1 (the TCR binds to the epitope). (3) The epitope is KLWAQCVQL. The TCR CDR3 sequence is CASRLQGWYEQYF. Result: 1 (the TCR binds to the epitope). (4) The epitope is FPPTSFGPL. The TCR CDR3 sequence is CASSLVGNEQYF. Result: 0 (the TCR does not bind to the epitope). (5) Result: 1 (the TCR binds to the epitope). The epitope is DATYQRTRALVR. The TCR CDR3 sequence is CASSVALGNQETQYF. (6) The TCR CDR3 sequence is CASSLAGLGETQYF. Result: 0 (the TCR does not bind to the epitope). The epitope is RLRPGGKKR.